This data is from Reaction yield outcomes from USPTO patents with 853,638 reactions. The task is: Predict the reaction yield, written as a fraction of the theoretical maximum amount of product (1.0 means a 100% yield; for example, 0.34 means a 34% yield). (1) The yield is 0.670. The reactants are [CH3:1][O:2][C:3]1[CH:8]=[CH:7][C:6]([N:9]2[C:17](O)=[C:16]3[C:11]([CH:12]=[CH:13][CH:14]=[CH:15]3)=[N:10]2)=[CH:5][CH:4]=1.O=P(Cl)(Cl)[Cl:21]. The catalyst is O. The product is [Cl:21][C:17]1[N:9]([C:6]2[CH:7]=[CH:8][C:3]([O:2][CH3:1])=[CH:4][CH:5]=2)[N:10]=[C:11]2[C:16]=1[CH:15]=[CH:14][CH:13]=[CH:12]2. (2) The reactants are [Cl:1][C:2]1[C:3](Cl)=[N:4][C:5]([Cl:8])=[N:6][CH:7]=1.[NH2:10][CH2:11][C@H:12]1[CH2:17][CH2:16][C@H:15]([NH:18][C:19](=[O:25])[O:20][C:21]([CH3:24])([CH3:23])[CH3:22])[CH2:14][CH2:13]1.CCN(C(C)C)C(C)C. The catalyst is CCO. The product is [C:21]([O:20][C:19](=[O:25])[NH:18][CH:15]1[CH2:14][CH2:13][CH:12]([CH2:11][NH:10][C:3]2[C:2]([Cl:1])=[CH:7][N:6]=[C:5]([Cl:8])[N:4]=2)[CH2:17][CH2:16]1)([CH3:24])([CH3:22])[CH3:23]. The yield is 0.990.